This data is from Forward reaction prediction with 1.9M reactions from USPTO patents (1976-2016). The task is: Predict the product of the given reaction. (1) Given the reactants [F:1][C:2]1[CH:3]=[C:4]([C:23]2[CH:28]=[CH:27][C:26]([S:29]([CH3:32])(=[O:31])=[O:30])=[CH:25][CH:24]=2)[CH:5]=[CH:6][C:7]=1[O:8][CH2:9][CH:10]1[CH2:15][CH2:14][N:13](C(OC(C)(C)C)=O)[CH2:12][CH2:11]1.[ClH:33], predict the reaction product. The product is: [ClH:33].[F:1][C:2]1[CH:3]=[C:4]([C:23]2[CH:24]=[CH:25][C:26]([S:29]([CH3:32])(=[O:30])=[O:31])=[CH:27][CH:28]=2)[CH:5]=[CH:6][C:7]=1[O:8][CH2:9][CH:10]1[CH2:15][CH2:14][NH:13][CH2:12][CH2:11]1. (2) Given the reactants [NH2:1][C:2]1[CH:7]=[CH:6][CH:5]=[CH:4][N:3]=1.Br[CH2:9][C:10]([C:12]1[CH:17]=[CH:16][C:15]([N+:18]([O-:20])=[O:19])=[CH:14][CH:13]=1)=O, predict the reaction product. The product is: [N+:18]([C:15]1[CH:16]=[CH:17][C:12]([C:10]2[N:1]=[C:2]3[CH:7]=[CH:6][CH:5]=[CH:4][N:3]3[CH:9]=2)=[CH:13][CH:14]=1)([O-:20])=[O:19]. (3) Given the reactants C(=[N:14][C:15]1[CH:20]=[C:19]([C:21]2[N:25]3[N:26]=[C:27]([N:30]4[CH2:35][CH2:34][N:33](C(OC(C)(C)C)=O)[CH2:32][CH2:31]4)[CH:28]=[CH:29][C:24]3=[N:23][C:22]=2[C:43]2[CH:48]=[CH:47][C:46]([F:49])=[CH:45][CH:44]=2)[CH:18]=[CH:17][N:16]=1)(C1C=CC=CC=1)C1C=CC=CC=1, predict the reaction product. The product is: [F:49][C:46]1[CH:47]=[CH:48][C:43]([C:22]2[N:23]=[C:24]3[CH:29]=[CH:28][C:27]([N:30]4[CH2:31][CH2:32][NH:33][CH2:34][CH2:35]4)=[N:26][N:25]3[C:21]=2[C:19]2[CH:18]=[CH:17][N:16]=[C:15]([NH2:14])[CH:20]=2)=[CH:44][CH:45]=1. (4) Given the reactants [CH3:1][C:2]1([CH3:12])[C:10]2[C:5](=[N:6][CH:7]=[CH:8][CH:9]=2)[NH:4][C:3]1=[O:11].[H-].[Na+].[Cl:15][C:16]1[CH:17]=[C:18]([C:23]([NH:25][C@H:26]2[CH2:31][CH2:30][C@H:29]([CH2:32]OS(C)(=O)=O)[CH2:28][CH2:27]2)=[O:24])[C:19]([CH3:22])=[N:20][CH:21]=1, predict the reaction product. The product is: [Cl:15][C:16]1[CH:21]=[N:20][C:19]([CH3:22])=[C:18]([CH:17]=1)[C:23]([NH:25][C@H:26]1[CH2:31][CH2:30][C@H:29]([CH2:32][N:4]2[C:5]3=[N:6][CH:7]=[CH:8][CH:9]=[C:10]3[C:2]([CH3:12])([CH3:1])[C:3]2=[O:11])[CH2:28][CH2:27]1)=[O:24]. (5) Given the reactants [O:1]1[CH2:6][CH2:5][N:4]([CH:7]2[CH2:12][CH2:11][N:10]([C:13]3[O:14][CH2:15][C:16](=[O:23])[C:17]=3[C:18]([O:20][CH2:21][CH3:22])=[O:19])[CH2:9][CH2:8]2)[CH2:3][CH2:2]1.[NH:24]1[C:32]2[C:27](=[CH:28][CH:29]=[CH:30][N:31]=2)[C:26]([CH:33]=O)=[CH:25]1.N1CCCCC1, predict the reaction product. The product is: [NH:24]1[C:32]2=[N:31][CH:30]=[CH:29][CH:28]=[C:27]2[C:26]([CH:33]=[C:15]2[O:14][C:13]([N:10]3[CH2:9][CH2:8][CH:7]([N:4]4[CH2:5][CH2:6][O:1][CH2:2][CH2:3]4)[CH2:12][CH2:11]3)=[C:17]([C:18]([O:20][CH2:21][CH3:22])=[O:19])[C:16]2=[O:23])=[CH:25]1. (6) Given the reactants [Cl:1][C:2]1[CH:15]=[CH:14][C:5]([CH2:6][C:7]2[CH:12]=[CH:11][C:10]([OH:13])=[CH:9][CH:8]=2)=[CH:4][CH:3]=1.[H-].[Na+].[C:18]([O:22][C:23]([N:25]1[CH2:29][CH2:28][CH2:27][C@H:26]1[CH2:30]OS(C1C=CC(C)=CC=1)(=O)=O)=[O:24])([CH3:21])([CH3:20])[CH3:19], predict the reaction product. The product is: [C:18]([O:22][C:23]([N:25]1[CH2:29][CH2:28][CH2:27][C@H:26]1[CH2:30][O:13][C:10]1[CH:11]=[CH:12][C:7]([CH2:6][C:5]2[CH:4]=[CH:3][C:2]([Cl:1])=[CH:15][CH:14]=2)=[CH:8][CH:9]=1)=[O:24])([CH3:21])([CH3:19])[CH3:20]. (7) Given the reactants Br[C:2]1[C:15]2[C:16]3=[C:17]4[C:12](=[CH:13][CH:14]=2)[CH:11]=[CH:10][C:9]([C:18]2[CH:23]=[CH:22][C:21]([CH3:24])=[CH:20][CH:19]=2)=[C:8]4[CH:7]=[CH:6][C:5]3=[CH:4][CH:3]=1.[C:25]([C:29]1[CH:30]=[C:31](B2OC(C)(C)C(C)(C)O2)[CH:32]=[CH:33][CH:34]=1)([CH3:28])([CH3:27])[CH3:26].P([O-])([O-])([O-])=O.[K+].[K+].[K+].C(Cl)Cl, predict the reaction product. The product is: [C:25]([C:29]1[CH:30]=[C:31]([C:2]2[C:15]3[C:16]4=[C:17]5[C:12](=[CH:13][CH:14]=3)[CH:11]=[CH:10][C:9]([C:18]3[CH:19]=[CH:20][C:21]([CH3:24])=[CH:22][CH:23]=3)=[C:8]5[CH:7]=[CH:6][C:5]4=[CH:4][CH:3]=2)[CH:32]=[CH:33][CH:34]=1)([CH3:26])([CH3:27])[CH3:28].